This data is from Forward reaction prediction with 1.9M reactions from USPTO patents (1976-2016). The task is: Predict the product of the given reaction. (1) Given the reactants Br[CH2:2][C:3]1[CH:8]=[CH:7][CH:6]=[C:5]([I:9])[CH:4]=1.[CH3:10][CH:11]([C:13]1[NH:17][C:16]2[CH2:18][CH2:19][CH2:20][C:21](=[O:22])[C:15]=2[N:14]=1)[CH3:12], predict the reaction product. The product is: [I:9][C:5]1[CH:4]=[C:3]([CH2:2][N:17]2[C:16]3[CH2:18][CH2:19][CH2:20][C:21](=[O:22])[C:15]=3[NH:14][CH:13]2[CH:11]([CH3:12])[CH3:10])[CH:8]=[CH:7][CH:6]=1. (2) Given the reactants [O:1]1[CH2:6][CH2:5][CH2:4][CH2:3][CH:2]1[O:7][C:8]1[CH:13]=[CH:12][C:11]([Mg]Br)=[CH:10][CH:9]=1.[F:16][C:17]1[CH:25]=[CH:24][CH:23]=[C:22]([F:26])[C:18]=1[C:19](Cl)=[O:20], predict the reaction product. The product is: [F:16][C:17]1[CH:25]=[CH:24][CH:23]=[C:22]([F:26])[C:18]=1[C:19]([C:11]1[CH:12]=[CH:13][C:8]([O:7][CH:2]2[CH2:3][CH2:4][CH2:5][CH2:6][O:1]2)=[CH:9][CH:10]=1)=[O:20]. (3) The product is: [O:1]1[CH2:5][CH2:4][C:3]2[CH:6]=[CH:7][CH:8]=[C:9]([CH:15]=[O:16])[C:2]1=2. Given the reactants [O:1]1[CH2:5][CH2:4][C:3]2[CH:6]=[CH:7][CH:8]=[CH:9][C:2]1=2.Cl[Sn](Cl)(Cl)Cl.[CH3:15][O:16]C(Cl)Cl.CCOC(C)=O, predict the reaction product. (4) Given the reactants [C:1]([O:5][C:6]([N:8]1[CH2:17][CH2:16][C:15]2[C:10](=[C:11](Br)[CH:12]=[CH:13][C:14]=2[O:18][CH2:19][C:20]2[CH:25]=[CH:24][CH:23]=[CH:22][CH:21]=2)[CH2:9]1)=[O:7])([CH3:4])([CH3:3])[CH3:2].[C:27]([O:31][CH3:32])(=[O:30])[CH:28]=[CH2:29].C1(C)C=CC=CC=1P(C1C=CC=CC=1C)C1C=CC=CC=1C, predict the reaction product. The product is: [C:1]([O:5][C:6]([N:8]1[CH2:17][CH2:16][C:15]2[C:10](=[C:11]([CH2:29][CH2:28][C:27]([O:31][CH3:32])=[O:30])[CH:12]=[CH:13][C:14]=2[O:18][CH2:19][C:20]2[CH:25]=[CH:24][CH:23]=[CH:22][CH:21]=2)[CH2:9]1)=[O:7])([CH3:4])([CH3:3])[CH3:2]. (5) Given the reactants [OH:1][C:2]1([CH2:8][CH:9]([NH2:22])[CH2:10][N:11]([CH3:21])[C:12](=[O:20])[O:13][CH2:14][CH2:15][Si:16]([CH3:19])([CH3:18])[CH3:17])[CH2:7][CH2:6][CH2:5][CH2:4][CH2:3]1.C[Si](Cl)(C)C.Cl[C:29](OC1C=CC([N+]([O-])=O)=CC=1)=[O:30].Cl.[F:42][C:43]1[CH:44]=[C:45]([C@:49]([C@@H:57]2[CH2:62][CH2:61][CH2:60][NH:59][CH2:58]2)([OH:56])[CH2:50][CH2:51][CH2:52][CH2:53][O:54][CH3:55])[CH:46]=[CH:47][CH:48]=1, predict the reaction product. The product is: [F:42][C:43]1[CH:44]=[C:45]([C@:49]([C@@H:57]2[CH2:62][CH2:61][CH2:60][N:59]([C:29]([NH:22][CH:9]([CH2:8][C:2]3([OH:1])[CH2:3][CH2:4][CH2:5][CH2:6][CH2:7]3)[CH2:10][N:11]([CH3:21])[C:12]([O:13][CH2:14][CH2:15][Si:16]([CH3:17])([CH3:19])[CH3:18])=[O:20])=[O:30])[CH2:58]2)([OH:56])[CH2:50][CH2:51][CH2:52][CH2:53][O:54][CH3:55])[CH:46]=[CH:47][CH:48]=1. (6) Given the reactants [C:1]([O:7][CH2:8][C@@H:9]([NH:11]C(OC(C)(C)C)=O)[CH3:10])(=[O:6])[C:2]([CH3:5])([CH3:4])[CH3:3].[ClH:19].O1CCOCC1, predict the reaction product. The product is: [ClH:19].[NH2:11][C@@H:9]([CH3:10])[CH2:8][O:7][C:1](=[O:6])[C:2]([CH3:4])([CH3:3])[CH3:5].